From a dataset of TCR-epitope binding with 47,182 pairs between 192 epitopes and 23,139 TCRs. Binary Classification. Given a T-cell receptor sequence (or CDR3 region) and an epitope sequence, predict whether binding occurs between them. (1) The TCR CDR3 sequence is CASSLELEGRFHGYTF. Result: 1 (the TCR binds to the epitope). The epitope is FVDGVPFVV. (2) The epitope is RLDKVEAEV. Result: 0 (the TCR does not bind to the epitope). The TCR CDR3 sequence is CASSEYRGKNTEAFF. (3) The epitope is KLWAQCVQL. The TCR CDR3 sequence is CASSREISGEKLFF. Result: 1 (the TCR binds to the epitope).